From a dataset of Forward reaction prediction with 1.9M reactions from USPTO patents (1976-2016). Predict the product of the given reaction. Given the reactants Br[C:2]1[C:3]2[C:8]([CH:9]=[C:10]3[C:15]=1[CH:14]=[CH:13][CH:12]=[CH:11]3)=[CH:7][CH:6]=[CH:5][CH:4]=2.[CH:16]1[C:25]2[C:20](=[CH:21][CH:22]=[CH:23][CH:24]=2)[CH:19]=[CH:18][C:17]=1OB(O)O.C(=O)([O-])[O-].[Na+].[Na+].C(O)C, predict the reaction product. The product is: [CH:16]1[C:25]2[C:20](=[CH:21][CH:22]=[CH:23][CH:24]=2)[CH:19]=[CH:18][C:17]=1[C:2]1[C:15]2[C:10]([CH:9]=[C:8]3[C:3]=1[CH:4]=[CH:5][CH:6]=[CH:7]3)=[CH:11][CH:12]=[CH:13][CH:14]=2.